Dataset: Full USPTO retrosynthesis dataset with 1.9M reactions from patents (1976-2016). Task: Predict the reactants needed to synthesize the given product. (1) Given the product [CH2:18]([O:17][C:15]([CH2:14][N:4]([CH2:1][C:2]#[CH:3])[C:5]1[CH:6]=[C:7]([CH:10]=[CH:11][CH:12]=1)[C:8]#[N:9])=[O:16])[CH3:19], predict the reactants needed to synthesize it. The reactants are: [CH2:1]([NH:4][C:5]1[CH:6]=[C:7]([CH:10]=[CH:11][CH:12]=1)[C:8]#[N:9])[C:2]#[CH:3].Br[CH2:14][C:15]([O:17][CH2:18][CH3:19])=[O:16].[O-2].[Mg+2]. (2) Given the product [CH3:27][O:26][C:21]1[C:22]([O:24][CH3:25])=[CH:23][C:13]2[C:14]([CH:20]=1)=[C:15]1[C:10](=[C:11]3[CH:31]=[CH:30][C:29]([O:32][CH3:33])=[CH:28][C:12]=23)[CH2:9][NH:8][C@H:17](/[CH:40]=[CH:39]/[O:64][CH3:61])[CH2:16]1, predict the reactants needed to synthesize it. The reactants are: C([N:8]1[C@H:17](CO)[CH2:16][C:15]2[C:10](=[C:11]3[CH:31]=[CH:30][C:29]([O:32][CH3:33])=[CH:28][C:12]3=[C:13]3[CH:23]=[C:22]([O:24][CH3:25])[C:21]([O:26][CH3:27])=[CH:20][C:14]3=2)[CH2:9]1)(OC(C)(C)C)=O.CCN([CH2:39][CH3:40])CC.C1C=CC(P(C2C=CC=CC=2)C2C=CC=CC=2)=CC=1.C[C:61]([O-:64])(C)C.[K+]. (3) The reactants are: [F:1][C:2]([F:15])([F:14])[S:3]([N-:6][S:7]([C:10]([F:13])([F:12])[F:11])(=[O:9])=[O:8])(=[O:5])=[O:4].[Li+].[CH:17]1[C:29]2[CH2:28][C:27]3[C:22](=[CH:23][CH:24]=[CH:25][CH:26]=3)[C:21]=2[CH:20]=[CH:19][CH:18]=1.[NH+:30]1[CH:34]=[CH:33][NH:32][CH:31]=1. Given the product [F:13][C:10]([F:11])([F:12])[S:7]([N-:6][S:3]([C:2]([F:1])([F:14])[F:15])(=[O:4])=[O:5])(=[O:8])=[O:9].[CH:17]1[C:29]2[CH2:28][C:27]3[C:22](=[CH:23][CH:24]=[CH:25][CH:26]=3)[C:21]=2[CH:20]=[CH:19][C:18]=1[N:30]1[CH:34]=[CH:33][NH+:32]([CH2:28][CH2:29][CH2:17][CH2:18][CH2:19][CH2:20][CH2:21][CH3:22])[CH2:31]1, predict the reactants needed to synthesize it.